Dataset: Merck oncology drug combination screen with 23,052 pairs across 39 cell lines. Task: Regression. Given two drug SMILES strings and cell line genomic features, predict the synergy score measuring deviation from expected non-interaction effect. (1) Drug 1: O=P1(N(CCCl)CCCl)NCCCO1. Drug 2: COC1=C2CC(C)CC(OC)C(O)C(C)C=C(C)C(OC(N)=O)C(OC)C=CC=C(C)C(=O)NC(=CC1=O)C2=O. Cell line: NCIH1650. Synergy scores: synergy=0.258. (2) Drug 1: COc1cccc2c1C(=O)c1c(O)c3c(c(O)c1C2=O)CC(O)(C(=O)CO)CC3OC1CC(N)C(O)C(C)O1. Drug 2: Cn1cc(-c2cnn3c(N)c(Br)c(C4CCCNC4)nc23)cn1. Cell line: LNCAP. Synergy scores: synergy=-5.66. (3) Drug 1: Cn1c(=O)n(-c2ccc(C(C)(C)C#N)cc2)c2c3cc(-c4cnc5ccccc5c4)ccc3ncc21. Drug 2: NC1CCCCC1N.O=C(O)C(=O)O.[Pt+2]. Cell line: NCIH460. Synergy scores: synergy=3.04. (4) Drug 1: NC(=O)c1cccc2cn(-c3ccc(C4CCCNC4)cc3)nc12. Drug 2: Cn1cc(-c2cnn3c(N)c(Br)c(C4CCCNC4)nc23)cn1. Cell line: HCT116. Synergy scores: synergy=16.9. (5) Drug 1: Cn1nnc2c(C(N)=O)ncn2c1=O. Drug 2: Cn1cc(-c2cnn3c(N)c(Br)c(C4CCCNC4)nc23)cn1. Cell line: HCT116. Synergy scores: synergy=-0.256.